Binary Classification. Given a drug SMILES string, predict its activity (active/inactive) in a high-throughput screening assay against a specified biological target. From a dataset of HIV replication inhibition screening data with 41,000+ compounds from the AIDS Antiviral Screen. The molecule is CCOC(=O)NP(=O)(Nc1ccc(C)cc1)Nc1ccc(C)cc1. The result is 0 (inactive).